This data is from Retrosynthesis with 50K atom-mapped reactions and 10 reaction types from USPTO. The task is: Predict the reactants needed to synthesize the given product. (1) Given the product CNS(=O)(=O)c1cc2c(cc1Br)CCN2, predict the reactants needed to synthesize it. The reactants are: CNS(=O)(=O)c1cc2c(cc1Br)CCN2C(C)=O. (2) The reactants are: Cc1ccc(C#N)cc1Cl. Given the product Cc1ccc(CN)cc1Cl, predict the reactants needed to synthesize it. (3) Given the product N=C(N)NN=C1CC(c2cc(Cl)sc2Cl)Cc2nncc(C(F)(F)F)c21, predict the reactants needed to synthesize it. The reactants are: N=C(N)NN.O=C1CC(c2cc(Cl)sc2Cl)Cc2nncc(C(F)(F)F)c21. (4) Given the product O=S(=O)(N[C@H](CO)C(C(F)(F)F)C(F)(F)F)c1ccsc1, predict the reactants needed to synthesize it. The reactants are: N[C@H](CO)C(C(F)(F)F)C(F)(F)F.O=S(=O)(Cl)c1ccsc1. (5) Given the product Cc1cc(Nc2cc(-c3ccnc(N4CCc5c(c(F)c6n5CCCC6)C4=O)c3C=O)cn(C)c2=O)nn1C, predict the reactants needed to synthesize it. The reactants are: Cc1cc(Nc2cc(B3OC(C)(C)C(C)(C)O3)cn(C)c2=O)nn1C.O=Cc1c(Cl)ccnc1N1CCc2c(c(F)c3n2CCCC3)C1=O. (6) Given the product CCOC(COCCCCOc1c(Cl)cc(OCC=C(Cl)Cl)cc1Cl)OCC, predict the reactants needed to synthesize it. The reactants are: CCOC(COCCCCO)OCC.Oc1c(Cl)cc(OCC=C(Cl)Cl)cc1Cl. (7) Given the product COc1ccc(C(=O)Nc2ccc(C(C)(C)C#N)c(-c3cncnc3)c2)cc1OC, predict the reactants needed to synthesize it. The reactants are: COc1ccc(C(=O)Nc2ccc(C(C)(C)C#N)c(Br)c2)cc1OC.OB(O)c1cncnc1. (8) Given the product CCCC(CC(=O)O)c1ccc(Cl)c(NC(=O)[C@H](c2ccc(Cl)cc2)[C@@H](C)C(F)(F)F)c1, predict the reactants needed to synthesize it. The reactants are: CCCC(CC(=O)OC)c1ccc(Cl)c(NC(=O)[C@H](c2ccc(Cl)cc2)[C@@H](C)C(F)(F)F)c1. (9) Given the product Cc1onc(-c2ccccc2)c1C(=O)NCc1ccc(C#N)cn1, predict the reactants needed to synthesize it. The reactants are: Cc1onc(-c2ccccc2)c1C(=O)O.N#Cc1ccc(CN)nc1. (10) Given the product COc1ccc(CC(=O)N(CCc2ccccc2)C2CCN(C(=O)OC(C)(C)C)CC2)cc1, predict the reactants needed to synthesize it. The reactants are: CC(C)(C)OC(=O)N1CCC(NCCc2ccccc2)CC1.COc1ccc(CC(=O)Cl)cc1.